This data is from Reaction yield outcomes from USPTO patents with 853,638 reactions. The task is: Predict the reaction yield, written as a fraction of the theoretical maximum amount of product (1.0 means a 100% yield; for example, 0.34 means a 34% yield). (1) The reactants are [CH2:1]([O:8][C:9]1[CH:10]=[C:11]([CH2:15][CH2:16][NH:17][CH:18]2[CH2:22][CH2:21][O:20][CH2:19]2)[CH:12]=[CH:13][CH:14]=1)[C:2]1[CH:7]=[CH:6][CH:5]=[CH:4][CH:3]=1.C(N(CC)CC)C.Cl[CH2:31][C:32]([N:34]([CH3:36])[CH3:35])=[O:33]. The catalyst is CN(C)C=O. The product is [CH2:1]([O:8][C:9]1[CH:10]=[C:11]([CH2:15][CH2:16][N:17]([CH:18]2[CH2:22][CH2:21][O:20][CH2:19]2)[CH2:31][C:32]([N:34]([CH3:36])[CH3:35])=[O:33])[CH:12]=[CH:13][CH:14]=1)[C:2]1[CH:7]=[CH:6][CH:5]=[CH:4][CH:3]=1. The yield is 0.590. (2) The reactants are [C:1]1([N:7]2[C:12](=[O:13])[N:11]([CH2:14][C:15]3C=CC=[CH:17][CH:16]=3)[C:10](=[O:21])C(C#N)=[N:8]2)[CH:6]=[CH:5][CH:4]=[CH:3][CH:2]=1.Cl.[C:25]([OH:28])(=[O:27])[CH3:26]. The product is [C:1]1([N:7]2[C:12](=[O:13])[N:11]([CH2:14][CH2:15][CH2:16][CH3:17])[C:10](=[O:21])[C:26]([C:25]([OH:28])=[O:27])=[N:8]2)[CH:2]=[CH:3][CH:4]=[CH:5][CH:6]=1. The yield is 0.550. No catalyst specified. (3) The yield is 0.400. The catalyst is C1COCC1. The reactants are F[C:2]1[C:10]([F:11])=[C:9]([F:12])[CH:8]=[CH:7][C:3]=1[C:4]([OH:6])=[O:5].[CH2:13]([C:17]1[CH:23]=[CH:22][C:20]([NH2:21])=[C:19]([F:24])[CH:18]=1)[CH2:14][CH2:15][CH3:16].[Li+].C[Si]([N-][Si](C)(C)C)(C)C. The product is [CH2:13]([C:17]1[CH:23]=[CH:22][C:20]([NH:21][C:2]2[C:10]([F:11])=[C:9]([F:12])[CH:8]=[CH:7][C:3]=2[C:4]([OH:6])=[O:5])=[C:19]([F:24])[CH:18]=1)[CH2:14][CH2:15][CH3:16]. (4) The reactants are [NH2:1][C:2]1[S:3][CH:4]=[C:5]([C:7]2[CH:12]=[CH:11][C:10]([CH2:13][CH2:14][NH:15][C:16](=[O:22])[O:17][C:18]([CH3:21])([CH3:20])[CH3:19])=[CH:9][CH:8]=2)[N:6]=1.[C:23](OC(=O)C)(=[O:25])[CH3:24].N1C=CC=CC=1. The catalyst is ClCCl.CN(C)C1C=CN=CC=1. The product is [C:23]([NH:1][C:2]1[S:3][CH:4]=[C:5]([C:7]2[CH:8]=[CH:9][C:10]([CH2:13][CH2:14][NH:15][C:16](=[O:22])[O:17][C:18]([CH3:19])([CH3:21])[CH3:20])=[CH:11][CH:12]=2)[N:6]=1)(=[O:25])[CH3:24]. The yield is 0.853. (5) The reactants are [I:1][C:2]1[C:10]2[C:5](=[CH:6][CH:7]=[C:8]([O:11][C:12]([F:15])([F:14])[F:13])[CH:9]=2)[NH:4][N:3]=1.[CH3:16]C([O-])(C)C.[K+].CI. The catalyst is C1COCC1. The product is [I:1][C:2]1[C:10]2[C:5](=[CH:6][CH:7]=[C:8]([O:11][C:12]([F:14])([F:13])[F:15])[CH:9]=2)[N:4]([CH3:16])[N:3]=1. The yield is 0.760.